This data is from M1 muscarinic receptor antagonist screen with 61,756 compounds. The task is: Binary Classification. Given a drug SMILES string, predict its activity (active/inactive) in a high-throughput screening assay against a specified biological target. The compound is S(Cc1c(nc(nc1)C)N)c1n(nnn1)c1ccccc1. The result is 0 (inactive).